This data is from Reaction yield outcomes from USPTO patents with 853,638 reactions. The task is: Predict the reaction yield, written as a fraction of the theoretical maximum amount of product (1.0 means a 100% yield; for example, 0.34 means a 34% yield). (1) The reactants are [OH:1][C@@H:2]1[C:10]2[C:5](=[CH:6][CH:7]=[CH:8][CH:9]=2)[CH2:4][C@@:3]1([CH2:20][C:21]1[CH:31]=[CH:30][C:24]([C:25]([N:27]([CH3:29])[CH3:28])=[O:26])=[CH:23][CH:22]=1)[C:11]1[CH2:12][C:13]2[C:18]([CH:19]=1)=[CH:17][CH:16]=[CH:15][CH:14]=2.C1CCC(N=C=NC2CCCCC2)CC1.C([NH:64][C@H:65]([C:70](O)=[O:71])[CH2:66][CH:67]([CH3:69])[CH3:68])(OCC1C2C(=CC=CC=2)C2C1=CC=CC=2)=O. The catalyst is CN(C1C=CN=CC=1)C.C(OCC)(=O)C. The product is [NH2:64][C@H:65]([C:70]([O:1][C@@H:2]1[C:10]2[C:5](=[CH:6][CH:7]=[CH:8][CH:9]=2)[CH2:4][C@@:3]1([CH2:20][C:21]1[CH:31]=[CH:30][C:24]([C:25](=[O:26])[N:27]([CH3:28])[CH3:29])=[CH:23][CH:22]=1)[C:11]1[CH2:12][C:13]2[C:18]([CH:19]=1)=[CH:17][CH:16]=[CH:15][CH:14]=2)=[O:71])[CH2:66][CH:67]([CH3:69])[CH3:68]. The yield is 0.360. (2) The reactants are [OH:1][C:2]1[CH:19]=[CH:18][C:5]2[CH:6]=[C:7]([C:10]3[CH:15]=[CH:14][C:13]([O:16]C)=[CH:12][CH:11]=3)[CH2:8][O:9][C:4]=2[CH:3]=1.B(Cl)(Cl)Cl. The catalyst is [N+](CCCC)(CCCC)(CCCC)CCCC.[I-].C(Cl)Cl. The product is [CH:11]1[C:10]([C@H:7]2[CH2:8][O:9][C:4]3[CH:3]=[C:2]([OH:1])[CH:19]=[CH:18][C:5]=3[CH2:6]2)=[CH:15][CH:14]=[C:13]([OH:16])[CH:12]=1. The yield is 0.950. (3) The reactants are [N:1]([C:4]1[CH:18]=[CH:17][C:7]([CH2:8][NH:9]C(=O)OC(C)(C)C)=[CH:6][C:5]=1[I:19])=[N+:2]=[N-:3].O(CC)CC.[ClH:25]. No catalyst specified. The product is [ClH:25].[N:1]([C:4]1[CH:18]=[CH:17][C:7]([CH2:8][NH2:9])=[CH:6][C:5]=1[I:19])=[N+:2]=[N-:3]. The yield is 0.450. (4) The reactants are [CH3:1][O:2][C:3](=[O:55])[CH2:4][NH:5][C:6](=[O:54])[C@H:7]([NH:11][C:12](=[O:53])[C@H:13](NC(OCC1C2C=CC=CC=2C2C1=CC=CC=2)=O)[CH2:14][S:15][C:16]([C:29]1[CH:34]=[CH:33][CH:32]=[CH:31][CH:30]=1)([C:23]1[CH:28]=[CH:27][CH:26]=[CH:25][CH:24]=1)[C:17]1[CH:22]=[CH:21][CH:20]=[CH:19][CH:18]=1)[CH:8]([CH3:10])[CH3:9].[NH:56](CC)CC.[C:61]([NH:78][C@@H:79]([C:81](O)=[O:82])[CH3:80])([O:63][CH2:64][CH:65]1[C:77]2[C:72](=[CH:73][CH:74]=[CH:75][CH:76]=2)[C:71]2[C:66]1=[CH:67][CH:68]=[CH:69][CH:70]=2)=[O:62].CCN=C=NCCCN(C)C.Cl.C1C=CC2N(O)N=NC=2C=1.CCN(C(C)C)C(C)C. The catalyst is CC#N.C(Cl)Cl.CCCCCCC.C(Cl)Cl. The product is [CH3:1][O:2][C:3](=[O:55])[CH2:4][NH:5][C:6](=[O:54])[C@H:7]([NH:11][C:12](=[O:53])[C@H:13]([NH:56][C:81](=[O:82])[C@H:79]([NH:78][C:61]([O:63][CH2:64][CH:65]1[C:66]2[CH:71]=[CH:70][CH:69]=[CH:68][C:67]=2[C:76]2[C:77]1=[CH:72][CH:73]=[CH:74][CH:75]=2)=[O:62])[CH3:80])[CH2:14][S:15][C:16]([C:29]1[CH:34]=[CH:33][CH:32]=[CH:31][CH:30]=1)([C:17]1[CH:18]=[CH:19][CH:20]=[CH:21][CH:22]=1)[C:23]1[CH:24]=[CH:25][CH:26]=[CH:27][CH:28]=1)[CH:8]([CH3:10])[CH3:9]. The yield is 0.820. (5) The reactants are [C:1]([O:5][C:6]([N:8]1[CH2:13][CH2:12][N:11]2[C:14]([C:20]3[CH:25]=[CH:24][CH:23]=[CH:22][CH:21]=3)=[N:15][C:16]([C:17]([OH:19])=O)=[C:10]2[CH2:9]1)=[O:7])([CH3:4])([CH3:3])[CH3:2].[NH2:26][C@@H:27]([C:32]([CH3:35])([CH3:34])[CH3:33])[C:28]([O:30][CH3:31])=[O:29].CCN(C(C)C)C(C)C.CN(C(ON1N=NC2C=CC=CC1=2)=[N+](C)C)C.[B-](F)(F)(F)F. The product is [CH3:31][O:30][C:28](=[O:29])[C@@H:27]([NH:26][C:17]([C:16]1[N:15]=[C:14]([C:20]2[CH:25]=[CH:24][CH:23]=[CH:22][CH:21]=2)[N:11]2[CH2:12][CH2:13][N:8]([C:6]([O:5][C:1]([CH3:4])([CH3:3])[CH3:2])=[O:7])[CH2:9][C:10]=12)=[O:19])[C:32]([CH3:35])([CH3:34])[CH3:33]. The yield is 0.980. The catalyst is CN(C=O)C.O.